This data is from Forward reaction prediction with 1.9M reactions from USPTO patents (1976-2016). The task is: Predict the product of the given reaction. (1) Given the reactants [NH2:1][C:2]1[C:3]2[N:4]([C:8]([CH:12]3[CH2:15][CH2:14][CH2:13]3)=[N:9][C:10]=2I)[CH:5]=[CH:6][N:7]=1.C(=O)([O-])[O-].[Cs+].[Cs+].CC1(C)C(C)(C)OB([C:30]2[CH:31]=[C:32]3[C:36](=[CH:37][CH:38]=2)[NH:35][CH:34]=[CH:33]3)O1, predict the reaction product. The product is: [CH:12]1([C:8]2[N:4]3[CH:5]=[CH:6][N:7]=[C:2]([NH2:1])[C:3]3=[C:10]([C:30]3[CH:31]=[C:32]4[C:36](=[CH:37][CH:38]=3)[NH:35][CH:34]=[CH:33]4)[N:9]=2)[CH2:15][CH2:14][CH2:13]1. (2) Given the reactants [CH:1]1([N:7]2[C:11]3[CH:12]=[C:13]([CH3:19])[C:14]([C:16](O)=[O:17])=[CH:15][C:10]=3[N:9]=[C:8]2[C:20]2[CH:24]=[CH:23][O:22][CH:21]=2)[CH2:6][CH2:5][CH2:4][CH2:3][CH2:2]1.Cl.C[O:27][C:28](=[O:42])[C@H:29]([CH2:31][C:32]1[C:40]2[C:35](=[CH:36][CH:37]=[C:38]([OH:41])[CH:39]=2)[NH:34][CH:33]=1)[NH2:30].Br[CH2:44][C:45]([O:47]C)=[O:46], predict the reaction product. The product is: [C:45]([CH2:44][O:41][C:38]1[CH:39]=[C:40]2[C:35](=[CH:36][CH:37]=1)[NH:34][CH:33]=[C:32]2[CH2:31][C@H:29]([NH:30][C:16]([C:14]1[C:13]([CH3:19])=[CH:12][C:11]2[N:7]([CH:1]3[CH2:2][CH2:3][CH2:4][CH2:5][CH2:6]3)[C:8]([C:20]3[CH:24]=[CH:23][O:22][CH:21]=3)=[N:9][C:10]=2[CH:15]=1)=[O:17])[C:28]([OH:27])=[O:42])([OH:47])=[O:46].